From a dataset of Full USPTO retrosynthesis dataset with 1.9M reactions from patents (1976-2016). Predict the reactants needed to synthesize the given product. (1) Given the product [Br:5][C:6]1[CH:11]=[CH:10][C:9](/[C:12](/[CH3:16])=[CH:13]/[CH2:14][N:28]2[CH2:29][CH2:30][C:25]([CH3:24])([OH:31])[CH2:26][CH2:27]2)=[CH:8][CH:7]=1, predict the reactants needed to synthesize it. The reactants are: S(Cl)(Cl)=O.[Br:5][C:6]1[CH:11]=[CH:10][C:9](/[C:12](/[CH3:16])=[CH:13]/[CH2:14]O)=[CH:8][CH:7]=1.C(N(CC)CC)C.[CH3:24][C:25]1([OH:31])[CH2:30][CH2:29][NH:28][CH2:27][CH2:26]1.C(=O)(O)[O-].[Na+]. (2) Given the product [CH3:95][O:97][C:26]1[C:31]([O:32][C:33]2[CH:34]=[C:35]([NH:39][C:55](=[O:58])[CH:94]=[CH2:89])[CH:36]=[CH:37][CH:38]=2)=[N:30][C:29]([NH:14][C:9]2[CH:10]=[CH:11][CH:12]=[C:13]3[C:8]=2[CH2:7][CH2:6][N:5]3[CH2:4][CH2:3][O:2][CH3:1])=[N:28][CH:27]=1, predict the reactants needed to synthesize it. The reactants are: [CH3:1][O:2][CH2:3][CH2:4][N:5]1[C:13]2[CH:12]=[CH:11][CH:10]=[C:9]([NH2:14])[C:8]=2[CH2:7][CH2:6]1.C(OCN1[C:27]2[N:28]=[C:29](NC3C=CC(OCCOC)=C(F)C=3)[N:30]=[C:31]([O:32][C:33]3[CH:38]=[CH:37][CH:36]=[C:35]([N+:39]([O-])=O)[CH:34]=3)[C:26]=2C=C1)(=O)C(C)(C)C.[C:55]([O-:58])([O-])=O.[K+].[K+].C1(P([CH:89]2[CH2:94]CCCC2)C2C=CC=CC=2C2C(C(C)C)=CC(C(C)C)=CC=2C(C)C)CCCCC1.[C:95](OCC)(=[O:97])C. (3) Given the product [F:1][C:2]1[NH:6][CH:5]=[N:4][C:3]=1[CH2:15][N:16]1[C:25]2[C:20](=[CH:21][CH:22]=[CH:23][CH:24]=2)[CH2:19][CH2:18][CH2:17]1, predict the reactants needed to synthesize it. The reactants are: [F:1][C:2]1[N:6](COCC[Si](C)(C)C)[CH:5]=[N:4][C:3]=1[CH2:15][N:16]1[C:25]2[C:20](=[CH:21][CH:22]=[CH:23][CH:24]=2)[CH2:19][CH2:18][CH2:17]1.[F-].C([N+](CCCC)(CCCC)CCCC)CCC.C1CCCCC1.C(OCC)(=O)C. (4) The reactants are: [Cl:1][C:2]1[CH:3]=[C:4](/[CH:8]=[CH:9]/[C:10]([OH:12])=O)[CH:5]=[CH:6][CH:7]=1.CN(C)C=O.C(Cl)(=O)C(Cl)=O.Cl.[CH3:25][O:26][C:27](=[O:30])[CH2:28][NH2:29].C(N(C(C)C)CC)(C)C. Given the product [Cl:1][C:2]1[CH:3]=[C:4](/[CH:8]=[CH:9]/[C:10]([NH:29][CH2:28][C:27]([O:26][CH3:25])=[O:30])=[O:12])[CH:5]=[CH:6][CH:7]=1, predict the reactants needed to synthesize it.